This data is from Catalyst prediction with 721,799 reactions and 888 catalyst types from USPTO. The task is: Predict which catalyst facilitates the given reaction. (1) Reactant: [CH2:1]([N:7]1[CH2:12][CH:11]2[CH:9]([C:10]2([CH3:24])[C:13]2[CH:18]=[CH:17][CH:16]=[C:15]([C:19]3[N:20]=[N:21][NH:22][CH:23]=3)[CH:14]=2)[C:8]1=O)[CH2:2][CH2:3][CH2:4][CH2:5][CH3:6].[H-].[Al+3].[Li+].[H-].[H-].[H-]. Product: [NH3:7].[CH2:1]([N:7]1[CH2:8][CH:9]2[CH:11]([C:10]2([CH3:24])[C:13]2[CH:18]=[CH:17][CH:16]=[C:15]([C:19]3[NH:20][N:21]=[N:22][CH:23]=3)[CH:14]=2)[CH2:12]1)[CH2:2][CH2:3][CH2:4][CH2:5][CH3:6]. The catalyst class is: 7. (2) Reactant: [C:1]([N:4]([C:39]1[CH:44]=[CH:43][C:42]([Cl:45])=[CH:41][CH:40]=1)[C@H:5]1[C:14]2[C:9](=[CH:10][CH:11]=[CH:12][CH:13]=2)[N:8]([C:15]([C:17]2[CH:22]=[CH:21][C:20]([CH:23]3[CH2:27][CH2:26][CH2:25][N:24]3C(OCC3C=CC=CC=3)=O)=[CH:19][CH:18]=2)=[O:16])[C@@H:7]([CH3:38])[CH2:6]1)(=[O:3])[CH3:2]. Product: [Cl:45][C:42]1[CH:43]=[CH:44][C:39]([N:4]([C@H:5]2[C:14]3[C:9](=[CH:10][CH:11]=[CH:12][CH:13]=3)[N:8]([C:15](=[O:16])[C:17]3[CH:18]=[CH:19][C:20]([CH:23]4[CH2:27][CH2:26][CH2:25][NH:24]4)=[CH:21][CH:22]=3)[C@@H:7]([CH3:38])[CH2:6]2)[C:1](=[O:3])[CH3:2])=[CH:40][CH:41]=1. The catalyst class is: 570.